Regression. Given a peptide amino acid sequence and an MHC pseudo amino acid sequence, predict their binding affinity value. This is MHC class I binding data. From a dataset of Peptide-MHC class I binding affinity with 185,985 pairs from IEDB/IMGT. (1) The peptide sequence is NVMDPMHGA. The binding affinity (normalized) is 0.0847. The MHC is HLA-B15:17 with pseudo-sequence HLA-B15:17. (2) The peptide sequence is LFFFVYENAF. The MHC is HLA-A23:01 with pseudo-sequence HLA-A23:01. The binding affinity (normalized) is 0.623. (3) The peptide sequence is LLYMTSATI. The MHC is HLA-A02:06 with pseudo-sequence HLA-A02:06. The binding affinity (normalized) is 0.396. (4) The peptide sequence is KSYCQPLPE. The MHC is HLA-B46:01 with pseudo-sequence HLA-B46:01. The binding affinity (normalized) is 0.0847. (5) The peptide sequence is VFSRMETKLI. The MHC is Patr-A0901 with pseudo-sequence Patr-A0901. The binding affinity (normalized) is 0. (6) The peptide sequence is IPAEMLASI. The MHC is HLA-C05:01 with pseudo-sequence HLA-C05:01. The binding affinity (normalized) is 0.0847. (7) The peptide sequence is FMRSISDDA. The MHC is HLA-A02:16 with pseudo-sequence HLA-A02:16. The binding affinity (normalized) is 0.680. (8) The peptide sequence is RLASYGLYY. The MHC is HLA-B57:01 with pseudo-sequence HLA-B57:01. The binding affinity (normalized) is 0.246. (9) The peptide sequence is NASKFVYVSV. The MHC is HLA-A02:02 with pseudo-sequence HLA-A02:02. The binding affinity (normalized) is 0.222. (10) The peptide sequence is WLGHPFTPV. The MHC is HLA-B18:01 with pseudo-sequence HLA-B18:01. The binding affinity (normalized) is 0.0847.